This data is from Catalyst prediction with 721,799 reactions and 888 catalyst types from USPTO. The task is: Predict which catalyst facilitates the given reaction. (1) Reactant: FC(F)(F)C(O)=O.[C:8]([C:16]1[CH:30]=[CH:29][C:19]([O:20][CH2:21][C:22]([O:24]C(C)(C)C)=[O:23])=[CH:18][CH:17]=1)(=[O:15])[C:9]1[CH:14]=[CH:13][CH:12]=[CH:11][CH:10]=1. Product: [C:8]([C:16]1[CH:30]=[CH:29][C:19]([O:20][CH2:21][C:22]([OH:24])=[O:23])=[CH:18][CH:17]=1)(=[O:15])[C:9]1[CH:10]=[CH:11][CH:12]=[CH:13][CH:14]=1. The catalyst class is: 2. (2) Reactant: [C:1]([O:5][C:6]([N:8]([C@H:16]1[CH2:24][CH2:23][CH2:22][C@H:21]([O:25][CH2:26][CH:27]([CH3:29])[CH3:28])[C@@H:20]([O:30][CH2:31][CH2:32][C:33](=[O:35])[CH3:34])[C@H:19]([CH3:36])[O:18][C:17]1=[O:37])[C:9](=[O:15])[O:10][C:11]([CH3:14])([CH3:13])[CH3:12])=[O:7])([CH3:4])([CH3:3])[CH3:2].[BH4-].[Na+]. Product: [C:11]([O:10][C:9]([N:8]([C@H:16]1[CH2:24][CH2:23][CH2:22][C@H:21]([O:25][CH2:26][CH:27]([CH3:28])[CH3:29])[C@@H:20]([O:30][CH2:31][CH2:32][CH:33]([OH:35])[CH3:34])[C@H:19]([CH3:36])[O:18][C:17]1=[O:37])[C:6](=[O:7])[O:5][C:1]([CH3:2])([CH3:4])[CH3:3])=[O:15])([CH3:14])([CH3:13])[CH3:12]. The catalyst class is: 5. (3) Reactant: [C:1]([C:4]1[C:22](=[O:23])[C@@:8]2([CH3:24])[C:9]3[C:15]([OH:16])=[CH:14][C:13]([O:17][CH3:18])=[C:12]([C:19]([NH2:21])=[O:20])[C:10]=3[O:11][C:7]2=[CH:6][C:5]=1[OH:25])(=[O:3])[CH3:2].[CH2:26]([C:28]1[C:37]([CH3:38])=[CH:36][C:35]2[C:30](=[CH:31][CH:32]=[CH:33][CH:34]=2)[C:29]=1[CH:39]=O)[CH3:27].C([SiH](CC)CC)C.FC(F)(F)C(O)=O. Product: [C:1]([C:4]1[C:22](=[O:23])[C@@:8]2([CH3:24])[C:9]3[C:15]([OH:16])=[CH:14][C:13]([O:17][CH3:18])=[C:12]([C:19]([NH:21][CH2:39][C:29]4[C:30]5[C:35](=[CH:34][CH:33]=[CH:32][CH:31]=5)[CH:36]=[C:37]([CH3:38])[C:28]=4[CH2:26][CH3:27])=[O:20])[C:10]=3[O:11][C:7]2=[CH:6][C:5]=1[OH:25])(=[O:3])[CH3:2]. The catalyst class is: 10. (4) Reactant: CC(C)([O-])C.[Na+].Cl[C:8]1[N:9]([CH2:16][CH2:17][CH:18]([OH:44])[CH2:19][O:20][C:21]2[CH:26]=[CH:25][C:24]([C:27]3[N:28]=[C:29]([CH2:32][C:33]4[CH:38]=[CH:37][C:36]([O:39][C:40]([F:43])([F:42])[F:41])=[CH:35][CH:34]=4)[S:30][CH:31]=3)=[CH:23][CH:22]=2)[CH:10]=[C:11]([N+:13]([O-:15])=[O:14])[N:12]=1.[Cl-].[NH4+]. Product: [N+:13]([C:11]1[N:12]=[C:8]2[N:9]([CH:10]=1)[CH2:16][CH2:17][CH:18]([CH2:19][O:20][C:21]1[CH:26]=[CH:25][C:24]([C:27]3[N:28]=[C:29]([CH2:32][C:33]4[CH:38]=[CH:37][C:36]([O:39][C:40]([F:43])([F:42])[F:41])=[CH:35][CH:34]=4)[S:30][CH:31]=3)=[CH:23][CH:22]=1)[O:44]2)([O-:15])=[O:14]. The catalyst class is: 21. (5) Reactant: [CH2:1]([C:9]1[NH:10][C:11]2[C:16]([CH:17]=1)=[CH:15][C:14]([C:18]#[N:19])=[CH:13][CH:12]=2)[CH2:2][CH2:3][CH2:4][CH2:5][CH2:6][CH2:7][CH3:8].[H-].[Na+].I[CH3:23]. Product: [CH3:23][N:10]1[C:11]2[C:16](=[CH:15][C:14]([C:18]#[N:19])=[CH:13][CH:12]=2)[CH:17]=[C:9]1[CH2:1][CH2:2][CH2:3][CH2:4][CH2:5][CH2:6][CH2:7][CH3:8]. The catalyst class is: 9.